Dataset: Blood-brain barrier permeability classification from the B3DB database. Task: Regression/Classification. Given a drug SMILES string, predict its absorption, distribution, metabolism, or excretion properties. Task type varies by dataset: regression for continuous measurements (e.g., permeability, clearance, half-life) or binary classification for categorical outcomes (e.g., BBB penetration, CYP inhibition). Dataset: b3db_classification. (1) The molecule is Cc1cc(C#N)cc(C)c1Oc1nc(Nc2ccc(C#N)cc2)nc(N)c1Br. The result is 0 (does not penetrate BBB). (2) The compound is CO. The result is 1 (penetrates BBB). (3) The molecule is C[C@@H]1CC2C3C[C@H](F)C4=CC(=O)C=C[C@]4(C)C3[C@@H](O)C[C@]2(C)[C@H]1C(=O)C(=O)O. The result is 1 (penetrates BBB). (4) The drug is CC1(C)SC2C(N3C(=O)C(c4ccccc4)NC3(C)C)C(=O)N2C1C(=O)O. The result is 0 (does not penetrate BBB). (5) The compound is Cc1ccc(NC2=NCCN2)c(C)c1. The result is 0 (does not penetrate BBB). (6) The drug is Cc1nc(-c2ccc(OCC(C)C)c(C#N)c2)sc1C(=O)O. The result is 0 (does not penetrate BBB). (7) The compound is CN1CCC2=C(C1)c1ccccc1Cc1ccccc12. The result is 1 (penetrates BBB). (8) The result is 1 (penetrates BBB). The drug is CC(C)(C)NC(=O)[C@@H]1C[C@@H]2CCCC[C@@H]2CN1C[C@H](O)[C@H](Cc1ccccc1)NC(=O)[C@H](CC(N)=O)NC(=O)c1ccc2ccccc2n1. (9) The drug is CNC(=O)c1cnn(-c2nc(N)c3ncn(C4OC(CO)C(O)C4O)c3n2)c1. The result is 0 (does not penetrate BBB). (10) The drug is C=CCOc1ccccc1OCC(O)CNC(C)C. The result is 1 (penetrates BBB).